From a dataset of CYP2C19 inhibition data for predicting drug metabolism from PubChem BioAssay. Regression/Classification. Given a drug SMILES string, predict its absorption, distribution, metabolism, or excretion properties. Task type varies by dataset: regression for continuous measurements (e.g., permeability, clearance, half-life) or binary classification for categorical outcomes (e.g., BBB penetration, CYP inhibition). Dataset: cyp2c19_veith. (1) The compound is COCCOC(=O)C1=C(C)NC(=O)N(C(C)=O)C1c1ccc(Cl)cc1. The result is 1 (inhibitor). (2) The drug is C[C@@H]1O[C@@H](O[C@H]2C[C@@H](O)[C@]3(CO)[C@@H]4[C@@H](O)C[C@]5(C)[C@H]([C@@H]6COC(=O)C6)CC[C@@]5(O)[C@H]4CC[C@@]3(O)C2)[C@H](O)[C@H](O)[C@@H]1O. The result is 0 (non-inhibitor).